This data is from Catalyst prediction with 721,799 reactions and 888 catalyst types from USPTO. The task is: Predict which catalyst facilitates the given reaction. Reactant: [CH2:1]([O:3][C:4]([C:6]1([NH:15][C:16](=[O:25])[C:17]2[CH:22]=[CH:21][CH:20]=[C:19]([CH3:23])[C:18]=2[OH:24])[CH2:14][C:13]2[C:8](=[CH:9][CH:10]=[CH:11][CH:12]=2)[CH2:7]1)=[O:5])[CH3:2].C([O-])([O-])=O.[K+].[K+].[CH2:32](Br)[C:33]#[CH:34].C1(C)C=CC=CC=1. Product: [CH2:1]([O:3][C:4]([C:6]1([NH:15][C:16](=[O:25])[C:17]2[CH:22]=[CH:21][CH:20]=[C:19]([CH3:23])[C:18]=2[O:24][CH2:34][C:33]#[CH:32])[CH2:7][C:8]2[C:13](=[CH:12][CH:11]=[CH:10][CH:9]=2)[CH2:14]1)=[O:5])[CH3:2]. The catalyst class is: 3.